This data is from Forward reaction prediction with 1.9M reactions from USPTO patents (1976-2016). The task is: Predict the product of the given reaction. Given the reactants C[O:2][C:3]1[CH:4]=[CH:5][C:6]2[C:10]([C:11]3[NH:15][N:14]=[C:13]([NH:16][C:17]4[CH:22]=[CH:21][C:20]([S:23]([NH2:26])(=[O:25])=[O:24])=[CH:19][CH:18]=4)[CH:12]=3)=[CH:9][S:8][C:7]=2[CH:27]=1.OC1C=C(C2C3SC=C(C4NN=C(NC5C=CC(S(N)(=O)=O)=CC=5)C=4)C=3C=CC=2)C=CC=1, predict the reaction product. The product is: [OH:2][C:3]1[CH:4]=[CH:5][C:6]2[C:10]([C:11]3[NH:15][N:14]=[C:13]([NH:16][C:17]4[CH:18]=[CH:19][C:20]([S:23]([NH2:26])(=[O:25])=[O:24])=[CH:21][CH:22]=4)[CH:12]=3)=[CH:9][S:8][C:7]=2[CH:27]=1.